This data is from Full USPTO retrosynthesis dataset with 1.9M reactions from patents (1976-2016). The task is: Predict the reactants needed to synthesize the given product. (1) Given the product [Br:1][C:2]1[C:3]([C:13]2[CH:18]=[CH:17][CH:16]=[CH:15][CH:14]=2)=[CH:4][C:5]2[NH:10][C:9](=[S:28])[CH2:8][O:7][C:6]=2[N:12]=1, predict the reactants needed to synthesize it. The reactants are: [Br:1][C:2]1[C:3]([C:13]2[CH:18]=[CH:17][CH:16]=[CH:15][CH:14]=2)=[CH:4][C:5]2[NH:10][C:9](=O)[CH2:8][O:7][C:6]=2[N:12]=1.COC1C=CC(P2(SP(C3C=CC(OC)=CC=3)(=S)S2)=[S:28])=CC=1. (2) Given the product [C:26]1([C:29]2[CH:30]=[CH:31][CH:32]=[CH:33][CH:34]=2)[CH:25]=[CH:24][C:23]([N:7]([C:4]2[CH:5]=[CH:6][C:1]([C:35]3[CH:40]=[CH:39][CH:38]=[CH:37][CH:36]=3)=[CH:2][CH:3]=2)[C:8]2[CH:13]=[CH:12][C:11]([C:42]3[CH:43]=[C:44]([C:48]4[CH:53]=[CH:52][CH:51]=[C:50]([N:54]5[C:66]6[CH:65]=[CH:64][CH:63]=[CH:62][C:61]=6[C:60]6[C:55]5=[CH:56][CH:57]=[CH:58][CH:59]=6)[CH:49]=4)[CH:45]=[CH:46][CH:47]=3)=[CH:10][CH:9]=2)=[CH:28][CH:27]=1, predict the reactants needed to synthesize it. The reactants are: [C:1]1([C:35]2[CH:40]=[CH:39][CH:38]=[CH:37][CH:36]=2)[CH:6]=[CH:5][C:4]([N:7]([C:23]2[CH:28]=[CH:27][C:26]([C:29]3[CH:34]=[CH:33][CH:32]=[CH:31][CH:30]=3)=[CH:25][CH:24]=2)[C:8]2[CH:13]=[CH:12][C:11](B3OC(C)(C)C(C)(C)O3)=[CH:10][CH:9]=2)=[CH:3][CH:2]=1.Cl[C:42]1[CH:43]=[C:44]([C:48]2[CH:53]=[CH:52][CH:51]=[C:50]([N:54]3[C:66]4[CH:65]=[CH:64][CH:63]=[CH:62][C:61]=4[C:60]4[C:55]3=[CH:56][CH:57]=[CH:58][CH:59]=4)[CH:49]=2)[CH:45]=[CH:46][CH:47]=1.C([O-])([O-])=O.[Na+].[Na+].ClCCl. (3) Given the product [C:1]([CH2:3][C:4]1[CH:13]=[C:12]([CH2:14][N:15]([C:17]([O:19][C:20]([CH3:23])([CH3:22])[CH3:21])=[O:18])[CH3:16])[CH:11]=[CH:10][C:5]=1[C:6]([OH:8])=[O:7])#[N:2], predict the reactants needed to synthesize it. The reactants are: [C:1]([CH2:3][C:4]1[CH:13]=[C:12]([CH2:14][N:15]([C:17]([O:19][C:20]([CH3:23])([CH3:22])[CH3:21])=[O:18])[CH3:16])[CH:11]=[CH:10][C:5]=1[C:6]([O:8]C)=[O:7])#[N:2].[OH-].[Na+].